Dataset: Peptide-MHC class I binding affinity with 185,985 pairs from IEDB/IMGT. Task: Regression. Given a peptide amino acid sequence and an MHC pseudo amino acid sequence, predict their binding affinity value. This is MHC class I binding data. (1) The peptide sequence is STFATVLEY. The MHC is HLA-B15:01 with pseudo-sequence HLA-B15:01. The binding affinity (normalized) is 0.710. (2) The MHC is HLA-A33:01 with pseudo-sequence HLA-A33:01. The binding affinity (normalized) is 0. The peptide sequence is RMLDTSEKY. (3) The binding affinity (normalized) is 0.224. The peptide sequence is YMKPGSSPL. The MHC is HLA-C08:02 with pseudo-sequence HLA-C08:02.